Dataset: Forward reaction prediction with 1.9M reactions from USPTO patents (1976-2016). Task: Predict the product of the given reaction. (1) Given the reactants Br[C:2]1[C:3]2[C:4]([C:20](=[O:28])[C:21]3[CH:26]=[CH:25][C:24]([Cl:27])=[CH:23][CH:22]=3)=[C:5]3[CH:14]([CH2:15][C:16]([O:18][CH3:19])=[O:17])[CH2:13][CH2:12][N:6]3[C:7]=2[CH:8]=[C:9]([F:11])[CH:10]=1.[Na+].[CH3:30][S:31]([O-:33])=[O:32], predict the reaction product. The product is: [Cl:27][C:24]1[CH:25]=[CH:26][C:21]([C:20]([C:4]2[C:3]3[C:2]([S:31]([CH3:30])(=[O:33])=[O:32])=[CH:10][C:9]([F:11])=[CH:8][C:7]=3[N:6]3[CH2:12][CH2:13][CH:14]([CH2:15][C:16]([O:18][CH3:19])=[O:17])[C:5]=23)=[O:28])=[CH:22][CH:23]=1. (2) Given the reactants [CH:1]1([NH2:6])[CH2:5][CH2:4][CH2:3][CH2:2]1.[Cl:7][C:8]1[N:13]=[C:12](Cl)[C:11]([N+:15]([O-:17])=[O:16])=[CH:10][N:9]=1.CCN(C(C)C)C(C)C, predict the reaction product. The product is: [Cl:7][C:8]1[N:13]=[C:12]([NH:6][CH:1]2[CH2:5][CH2:4][CH2:3][CH2:2]2)[C:11]([N+:15]([O-:17])=[O:16])=[CH:10][N:9]=1. (3) Given the reactants [CH3:1][O:2][C:3]([C:5]1[CH:6]([C:14]2[CH:19]=[CH:18][C:17]([C:20]#[N:21])=[CH:16][CH:15]=2)[N:7]=[C:8](OC)[NH:9][C:10]=1[CH3:11])=[O:4].Cl[C:23](OC1C=CC([N+]([O-])=O)=CC=1)=[O:24].Cl.[CH2:36]([NH:39][NH2:40])[CH:37]=[CH2:38].CCN(C(C)C)C(C)C, predict the reaction product. The product is: [CH3:1][O:2][C:3]([C:5]1[CH:6]([C:14]2[CH:15]=[CH:16][C:17]([C:20]#[N:21])=[CH:18][CH:19]=2)[N:7]2[C:23](=[O:24])[N:39]([CH2:36][CH:37]=[CH2:38])[N:40]=[C:8]2[NH:9][C:10]=1[CH3:11])=[O:4]. (4) Given the reactants C([NH:5][S:6]([C:9]1[CH:10]=[C:11]([C:15]2[CH:20]=[CH:19][CH:18]=[C:17]([C:21]3[N:26]=[C:25]([CH3:27])[CH:24]=[C:23]([C:28]4[CH:29]=[N:30][C:31]([C:34]([F:37])([F:36])[F:35])=[CH:32][CH:33]=4)[N:22]=3)[CH:16]=2)[CH:12]=[CH:13][CH:14]=1)(=[O:8])=[O:7])(C)(C)C.C(O)(C(F)(F)F)=O, predict the reaction product. The product is: [CH3:27][C:25]1[CH:24]=[C:23]([C:28]2[CH:29]=[N:30][C:31]([C:34]([F:36])([F:37])[F:35])=[CH:32][CH:33]=2)[N:22]=[C:21]([C:17]2[CH:16]=[C:15]([C:11]3[CH:12]=[CH:13][CH:14]=[C:9]([S:6]([NH2:5])(=[O:8])=[O:7])[CH:10]=3)[CH:20]=[CH:19][CH:18]=2)[N:26]=1. (5) Given the reactants [C:1]([NH:9][CH2:10][C:11]1[N:12]=[C:13]([N:16]2[CH2:19][CH:18]([OH:20])[CH2:17]2)[S:14][CH:15]=1)(=[O:8])[C:2]1[CH:7]=[CH:6][CH:5]=[CH:4][CH:3]=1.[CH3:21][S:22](Cl)(=[O:24])=[O:23].C(N(CC)CC)C.N1C=CC=CC=1, predict the reaction product. The product is: [C:1]([NH:9][CH2:10][C:11]1[N:12]=[C:13]([N:16]2[CH2:17][CH:18]([O:20][S:22]([CH3:21])(=[O:24])=[O:23])[CH2:19]2)[S:14][CH:15]=1)(=[O:8])[C:2]1[CH:3]=[CH:4][CH:5]=[CH:6][CH:7]=1.